Dataset: SARS-CoV-2 main protease (3CLPro) crystallographic fragment screen with 879 compounds. Task: Binary Classification. Given a drug SMILES string, predict its activity (active/inactive) in a high-throughput screening assay against a specified biological target. (1) The molecule is CC1(CO)CCCCN1. The result is 0 (inactive). (2) The drug is c1ccc(CN2CCC(n3cccc3)CC2)cc1. The result is 0 (inactive). (3) The compound is Cc1ccc(Nc2ncnc3[nH]ncc23)cc1. The result is 0 (inactive). (4) The molecule is CC(C)N1CCN(C(=O)c2cccs2)CC1. The result is 0 (inactive). (5) The drug is COc1ccc(C(N)c2ccccc2)cc1. The result is 0 (inactive).